This data is from Reaction yield outcomes from USPTO patents with 853,638 reactions. The task is: Predict the reaction yield, written as a fraction of the theoretical maximum amount of product (1.0 means a 100% yield; for example, 0.34 means a 34% yield). (1) The reactants are [CH2:1]([N:3]1[CH:7]=[C:6]([C:8]#[C:9][C:10]2[CH:15]=[CH:14][CH:13]=[C:12]([O:16][CH3:17])[CH:11]=2)[CH:5]=[C:4]1[C:18](Cl)=[O:19])[CH3:2].Cl.[CH3:22][N:23](C)O.C(N(C(C)C)CC)(C)C. The catalyst is C(Cl)Cl. The product is [CH3:22][NH:23][C:18]([C:4]1[N:3]([CH2:1][CH3:2])[CH:7]=[C:6]([C:8]#[C:9][C:10]2[CH:15]=[CH:14][CH:13]=[C:12]([O:16][CH3:17])[CH:11]=2)[CH:5]=1)=[O:19]. The yield is 0.820. (2) The reactants are Cl[C:2]1[N:3]=[C:4]([N:15]2[CH2:20][CH2:19][O:18][CH2:17][C@@H:16]2[CH3:21])[C:5]2[CH2:10][N:9]([C:11]([O:13][CH3:14])=[O:12])[CH2:8][C:6]=2[N:7]=1.[F:22][C:23]1[CH:24]=[C:25]([NH:38][C:39]([NH:41][CH2:42][CH2:43][F:44])=[O:40])[CH:26]=[CH:27][C:28]=1B1OC(C)(C)C(C)(C)O1. No catalyst specified. The product is [F:22][C:23]1[CH:24]=[C:25]([NH:38][C:39]([NH:41][CH2:42][CH2:43][F:44])=[O:40])[CH:26]=[CH:27][C:28]=1[C:2]1[N:3]=[C:4]([N:15]2[CH2:20][CH2:19][O:18][CH2:17][C@@H:16]2[CH3:21])[C:5]2[CH2:10][N:9]([C:11]([O:13][CH3:14])=[O:12])[CH2:8][C:6]=2[N:7]=1. The yield is 0.0500. (3) The reactants are [F:1][C:2]1[CH:9]=[CH:8][C:7]([C:10]2[CH:18]=[CH:17][CH:16]=[C:15]3[C:11]=2[CH:12]=[CH:13][NH:14]3)=[CH:6][C:3]=1[C:4]#[N:5].C([OH:21])C.C(O)(=O)C.[Br-].[Br-].[Br-].[NH+]1C=CC=CC=1.[NH+]1C=CC=CC=1.[NH+]1C=CC=CC=1. The catalyst is CC(O)(C)C.[Zn]. The product is [F:1][C:2]1[CH:9]=[CH:8][C:7]([C:10]2[CH:18]=[CH:17][CH:16]=[C:15]3[C:11]=2[CH2:12][C:13](=[O:21])[NH:14]3)=[CH:6][C:3]=1[C:4]#[N:5]. The yield is 0.680. (4) The reactants are CC1C=CC(S(O[CH2:12][C@H:13]2[CH2:22][CH2:21][C:20]3[C:15](=[C:16]([C:24]4[CH:29]=[CH:28][C:27]([Cl:30])=[CH:26][C:25]=4[CH3:31])[C:17]([F:23])=[CH:18][CH:19]=3)[O:14]2)(=O)=O)=CC=1.[N-:32]=[N+:33]=[N-:34].[Na+]. The catalyst is CS(C)=O. The product is [N:32]([CH2:12][C@H:13]1[CH2:22][CH2:21][C:20]2[C:15](=[C:16]([C:24]3[CH:29]=[CH:28][C:27]([Cl:30])=[CH:26][C:25]=3[CH3:31])[C:17]([F:23])=[CH:18][CH:19]=2)[O:14]1)=[N+:33]=[N-:34]. The yield is 0.830. (5) The reactants are CCCCCC.[Li]CCCC.[CH3:12][Si:13]([CH3:28])([CH3:27])[CH2:14][CH2:15][O:16][CH2:17][N:18]1[C:22]2=[N:23][CH:24]=[CH:25][CH:26]=[C:21]2[CH:20]=[CH:19]1.[B:29](OC(C)C)([O:34]C(C)C)[O:30]C(C)C. The catalyst is C1COCC1. The product is [CH3:12][Si:13]([CH3:28])([CH3:27])[CH2:14][CH2:15][O:16][CH2:17][N:18]1[C:22]2=[N:23][CH:24]=[CH:25][CH:26]=[C:21]2[CH:20]=[C:19]1[B:29]([OH:34])[OH:30]. The yield is 0.490. (6) The reactants are [C:9](O[C:9]([O:11][C:12]([CH3:15])([CH3:14])[CH3:13])=[O:10])([O:11][C:12]([CH3:15])([CH3:14])[CH3:13])=[O:10].[NH2:16][CH2:17][CH2:18][CH2:19][OH:20]. The catalyst is C(Cl)Cl. The product is [C:12]([O:11][C:9]([NH:16][CH2:17][CH2:18][CH2:19][OH:20])=[O:10])([CH3:13])([CH3:14])[CH3:15]. The yield is 1.00. (7) The yield is 0.440. The reactants are [Cl:27][C:20]1[C:21]2[C:26](=[CH:25][CH:24]=[CH:23][CH:22]=2)[C:17]([C:15](O[C:15]([C:17]2[C:26]3[C:21](=[CH:22][CH:23]=[CH:24][CH:25]=3)[C:20]([Cl:27])=[CH:19][CH:18]=2)=[O:16])=[O:16])=[CH:18][CH:19]=1.[CH:28]([C:31]1[CH:37]=[CH:36][CH:35]=[C:34]([CH:38]([CH3:40])[CH3:39])[C:32]=1[NH2:33])([CH3:30])[CH3:29].O.C[C:43](O)=[O:44]. The product is [Cl:27][C:20]1[CH:19]=[CH:18][C:17]2[C:15](=[O:16])[N:33]([C:32]3[C:31]([CH:28]([CH3:30])[CH3:29])=[CH:37][CH:36]=[CH:35][C:34]=3[CH:38]([CH3:40])[CH3:39])[C:43](=[O:44])[C:25]3[C:26]=2[C:21]=1[CH:22]=[CH:23][CH:24]=3. No catalyst specified. (8) The reactants are [F:1][C@H:2]1[CH2:6][N:5]([CH2:7][CH2:8][C:9]2[C:18]3[C:13](=[CH:14][CH:15]=[C:16]([O:19][CH3:20])[N:17]=3)[N:12]=[CH:11][C:10]=2[F:21])[CH2:4][C@H:3]1[CH2:22][NH2:23].[O:24]=[C:25]1[NH:30][C:29]2[N:31]=[C:32]([CH:35]=O)[CH:33]=[CH:34][C:28]=2[S:27][CH2:26]1.[BH-](OC(C)=O)(OC(C)=O)OC(C)=O.[Na+]. The catalyst is C(Cl)Cl.CCO. The product is [F:1][C@H:2]1[CH2:6][N:5]([CH2:7][CH2:8][C:9]2[C:18]3[C:13](=[CH:14][CH:15]=[C:16]([O:19][CH3:20])[N:17]=3)[N:12]=[CH:11][C:10]=2[F:21])[CH2:4][C@H:3]1[CH2:22][NH:23][CH2:35][C:32]1[CH:33]=[CH:34][C:28]2[S:27][CH2:26][C:25](=[O:24])[NH:30][C:29]=2[N:31]=1. The yield is 0.460.